Dataset: Forward reaction prediction with 1.9M reactions from USPTO patents (1976-2016). Task: Predict the product of the given reaction. (1) Given the reactants Cl[C:2]1[C:3](=[O:21])[O:4][C:5]([CH2:19][CH3:20])([CH2:9][CH2:10][C:11]2[CH:16]=[CH:15][C:14]([O:17][CH3:18])=[CH:13][CH:12]=2)[CH2:6][C:7]=1[OH:8].[Cl:22][C:23]1[CH:35]=[CH:34][C:26]2[N:27]([CH:31]([CH3:33])[CH3:32])[C:28]([SH:30])=[N:29][C:25]=2[CH:24]=1, predict the reaction product. The product is: [Cl:22][C:23]1[CH:35]=[CH:34][C:26]2[N:27]([CH:31]([CH3:33])[CH3:32])[C:28]([S:30][C:2]3[C:3](=[O:21])[O:4][C:5]([CH2:19][CH3:20])([CH2:9][CH2:10][C:11]4[CH:16]=[CH:15][C:14]([O:17][CH3:18])=[CH:13][CH:12]=4)[CH2:6][C:7]=3[OH:8])=[N:29][C:25]=2[CH:24]=1. (2) Given the reactants [NH:1]1[CH:10]2[CH:5]([CH2:6][CH2:7][CH2:8][CH2:9]2)[CH2:4][CH2:3][CH2:2]1.C(N(CC)CC)C.Cl[C:19](Cl)([O:21]C(=O)OC(Cl)(Cl)Cl)Cl.CN(C1C=CC=CN=1)C.[O:39]([C:46]1[CH:51]=[CH:50][CH:49]=[CH:48][C:47]=1[C:52]1[N:53]=[N:54][NH:55][C:56]=1[C:57]([O:59][CH2:60][CH3:61])=[O:58])[C:40]1[CH:45]=[CH:44][CH:43]=[CH:42][CH:41]=1, predict the reaction product. The product is: [N:1]1([C:19]([N:55]2[C:56]([C:57]([O:59][CH2:60][CH3:61])=[O:58])=[C:52]([C:47]3[CH:48]=[CH:49][CH:50]=[CH:51][C:46]=3[O:39][C:40]3[CH:41]=[CH:42][CH:43]=[CH:44][CH:45]=3)[N:53]=[N:54]2)=[O:21])[CH:10]2[CH:5]([CH2:6][CH2:7][CH2:8][CH2:9]2)[CH2:4][CH2:3][CH2:2]1. (3) The product is: [C@H:1]([N:5]1[C:13]2[CH:12]=[C:11]([NH:14][C:15]3[CH:20]=[CH:19][N:18]=[C:17]([C:21]4[CH:22]=[N:23][N:24]([S:26]([CH2:29][CH3:30])(=[O:28])=[O:27])[CH:25]=4)[N:16]=3)[N:10]=[CH:9][C:8]=2[N:7]=[C:6]1[C@H:31]([OH:33])[CH3:32])([CH2:3][CH3:4])[CH3:2]. Given the reactants [C@H:1]([N:5]1[C:13]2[CH:12]=[C:11]([NH:14][C:15]3[CH:20]=[CH:19][N:18]=[C:17]([C:21]4[CH:22]=[N:23][N:24]([S:26]([CH2:29][CH3:30])(=[O:28])=[O:27])[CH:25]=4)[N:16]=3)[N:10]=[CH:9][C:8]=2[N:7]=[C:6]1[C@H:31]([O:33]C1CCCCO1)[CH3:32])([CH2:3][CH3:4])[CH3:2], predict the reaction product. (4) Given the reactants [CH3:1][S-:2].[Na+].[Br:4][C:5]1[CH:10]=[CH:9][C:8]([N+:11]([O-:13])=[O:12])=[C:7](F)[CH:6]=1, predict the reaction product. The product is: [Br:4][C:5]1[CH:10]=[CH:9][C:8]([N+:11]([O-:13])=[O:12])=[C:7]([S:2][CH3:1])[CH:6]=1.